The task is: Predict the reaction yield, written as a fraction of the theoretical maximum amount of product (1.0 means a 100% yield; for example, 0.34 means a 34% yield).. This data is from Reaction yield outcomes from USPTO patents with 853,638 reactions. (1) The reactants are [NH:1]1[CH2:6][CH2:5][O:4][CH2:3][C:2]1=[O:7].[H-].[Na+].Br[CH:11]([CH3:22])[C:12]([O:14][CH2:15][C:16]1[CH:21]=[CH:20][CH:19]=[CH:18][CH:17]=1)=[O:13].C(=O)(O)[O-].[Na+]. The catalyst is CN(C=O)C. The product is [O:7]=[C:2]1[N:1]([CH:11]([CH3:22])[C:12]([O:14][CH2:15][C:16]2[CH:21]=[CH:20][CH:19]=[CH:18][CH:17]=2)=[O:13])[CH2:6][CH2:5][O:4][CH2:3]1. The yield is 0.400. (2) The reactants are [C:1]1([C:7]2(C(O)=O)[CH2:9][CH2:8]2)[CH:6]=[CH:5][CH:4]=[CH:3][CH:2]=1.[N-:13]=[N+]=[N-].[Na+].[OH-].[Na+]. The catalyst is S(=O)(=O)(O)O.C(Cl)Cl. The product is [C:1]1([C:7]2([NH2:13])[CH2:9][CH2:8]2)[CH:6]=[CH:5][CH:4]=[CH:3][CH:2]=1. The yield is 0.540. (3) The reactants are [C:1]([C:4]1[CH:9]=[CH:8][C:7]([CH2:10][C:11]([O:13][CH2:14][CH3:15])=[O:12])=[C:6]([NH2:16])[CH:5]=1)(=[O:3])[CH3:2].[NH2:17][C:18]1[CH:23]=[C:22]([CH:24]([OH:26])[CH3:25])[CH:21]=[CH:20][C:19]=1[CH2:27][C:28]([O:30][CH2:31][CH3:32])=[O:29].[CH2:33]([O:36][C:37](Cl)=[O:38])[CH:34]=[CH2:35].[Cl-].[NH4+]. The catalyst is N1C=CC=CC=1.[Cl-].[Na+].O. The product is [C:1]([C:4]1[CH:9]=[CH:8][C:7]([CH2:10][C:11]([O:13][CH2:14][CH3:15])=[O:12])=[C:6]([NH:16][C:37]([O:36][CH2:33][CH:34]=[CH2:35])=[O:38])[CH:5]=1)(=[O:3])[CH3:2].[CH2:33]([O:36][C:37]([NH:17][C:18]1[CH:23]=[C:22]([CH:24]([OH:26])[CH3:25])[CH:21]=[CH:20][C:19]=1[CH2:27][C:28]([O:30][CH2:31][CH3:32])=[O:29])=[O:38])[CH:34]=[CH2:35]. The yield is 0.260. (4) The reactants are [Br:1][C:2]1[CH:3]=[N+:4]([O-])[CH:5]=[C:6]([Br:8])[CH:7]=1.[CH2:10]([N:12](CC)CC)C.C[Si](C#N)(C)C. The catalyst is C(#N)C.ClCCl.C(=O)([O-])[O-].[Na+].[Na+].O. The product is [Br:1][C:2]1[C:3]([C:10]#[N:12])=[N:4][CH:5]=[C:6]([Br:8])[CH:7]=1. The yield is 0.730.